This data is from Peptide-MHC class I binding affinity with 185,985 pairs from IEDB/IMGT. The task is: Regression. Given a peptide amino acid sequence and an MHC pseudo amino acid sequence, predict their binding affinity value. This is MHC class I binding data. (1) The peptide sequence is TNFESFTVK. The MHC is HLA-A68:01 with pseudo-sequence HLA-A68:01. The binding affinity (normalized) is 0.705. (2) The peptide sequence is WTRGERCDL. The MHC is Patr-B0101 with pseudo-sequence Patr-B0101. The binding affinity (normalized) is 0.0562. (3) The peptide sequence is MMYASWGVH. The MHC is HLA-B15:02 with pseudo-sequence HLA-B15:02. The binding affinity (normalized) is 0.898. (4) The peptide sequence is TEVVGNVIL. The MHC is HLA-B44:02 with pseudo-sequence HLA-B44:02. The binding affinity (normalized) is 0.110. (5) The peptide sequence is RPAPPKIAM. The MHC is HLA-B07:02 with pseudo-sequence HLA-B07:02. The binding affinity (normalized) is 0.750. (6) The peptide sequence is KGFFRVFKK. The MHC is HLA-B51:01 with pseudo-sequence HLA-B51:01. The binding affinity (normalized) is 0.0847.